From a dataset of Catalyst prediction with 721,799 reactions and 888 catalyst types from USPTO. Predict which catalyst facilitates the given reaction. (1) Reactant: [CH3:1][N:2]([CH3:31])[C:3](=[O:30])[CH2:4][CH:5]1[CH2:10][N:9](C(OCC2C=CC=CC=2)=O)[CH2:8][C:7](=[O:21])[N:6]1[CH2:22][C:23]1[CH:28]=[CH:27][C:26]([F:29])=[CH:25][CH:24]=1. Product: [CH3:31][N:2]([CH3:1])[C:3](=[O:30])[CH2:4][CH:5]1[CH2:10][NH:9][CH2:8][C:7](=[O:21])[N:6]1[CH2:22][C:23]1[CH:28]=[CH:27][C:26]([F:29])=[CH:25][CH:24]=1. The catalyst class is: 63. (2) Reactant: C([O:8][NH:9][C:10](=[O:28])[CH2:11][CH2:12][CH2:13][NH:14][C:15]([NH:17][CH2:18][C:19]1[CH:24]=[CH:23][C:22]([N:25]([CH3:27])[CH3:26])=[CH:21][CH:20]=1)=[O:16])C1C=CC=CC=1. Product: [CH3:27][N:25]([CH3:26])[C:22]1[CH:21]=[CH:20][C:19]([CH2:18][NH:17][C:15](=[O:16])[NH:14][CH2:13][CH2:12][CH2:11][C:10]([NH:9][OH:8])=[O:28])=[CH:24][CH:23]=1. The catalyst class is: 19.